This data is from Catalyst prediction with 721,799 reactions and 888 catalyst types from USPTO. The task is: Predict which catalyst facilitates the given reaction. (1) Reactant: [NH2:1][C:2]1[CH:3]=[C:4]([CH:35]=[CH:36][CH:37]=1)[CH2:5][CH2:6][N:7]1[C:12]2[N:13]=[C:14]([NH:17][CH2:18][CH2:19][CH2:20][CH2:21][N:22]([CH2:25][CH3:26])[CH2:23][CH3:24])[N:15]=[CH:16][C:11]=2[CH:10]=[C:9]([C:27]2[CH:32]=[CH:31][CH:30]=[CH:29][C:28]=2[Cl:33])[C:8]1=[O:34].[C:38](Cl)(=[O:41])[CH:39]=[CH2:40]. Product: [Cl:33][C:28]1[CH:29]=[CH:30][CH:31]=[CH:32][C:27]=1[C:9]1[C:8](=[O:34])[N:7]([CH2:6][CH2:5][C:4]2[CH:3]=[C:2]([NH:1][C:38](=[O:41])[CH:39]=[CH2:40])[CH:37]=[CH:36][CH:35]=2)[C:12]2[N:13]=[C:14]([NH:17][CH2:18][CH2:19][CH2:20][CH2:21][N:22]([CH2:25][CH3:26])[CH2:23][CH3:24])[N:15]=[CH:16][C:11]=2[CH:10]=1. The catalyst class is: 2. (2) Reactant: [NH2:1][C:2]1[N:7]([CH3:8])[C:6](=[O:9])[NH:5][C:4](=[O:10])[C:3]=1[NH:11][CH2:12][C:13]1[CH:18]=[CH:17][C:16]([Cl:19])=[CH:15][CH:14]=1.CCN(C(C)C)C(C)C.[CH2:29]([O:33][C:34]1[CH:42]=[CH:41][C:40]([CH3:43])=[CH:39][C:35]=1[C:36](Cl)=[O:37])[CH2:30][CH:31]=[CH2:32]. Product: [NH2:1][C:2]1[N:7]([CH3:8])[C:6](=[O:9])[NH:5][C:4](=[O:10])[C:3]=1[N:11]([CH2:12][C:13]1[CH:18]=[CH:17][C:16]([Cl:19])=[CH:15][CH:14]=1)[C:36](=[O:37])[C:35]1[CH:39]=[C:40]([CH3:43])[CH:41]=[CH:42][C:34]=1[O:33][CH2:29][CH2:30][CH:31]=[CH2:32]. The catalyst class is: 4.